From a dataset of CYP2C9 inhibition data for predicting drug metabolism from PubChem BioAssay. Regression/Classification. Given a drug SMILES string, predict its absorption, distribution, metabolism, or excretion properties. Task type varies by dataset: regression for continuous measurements (e.g., permeability, clearance, half-life) or binary classification for categorical outcomes (e.g., BBB penetration, CYP inhibition). Dataset: cyp2c9_veith. The molecule is COc1ccc(Oc2ncc3nc(-c4ccc(OC)cc4)c(=O)n(C)c3n2)cc1. The result is 0 (non-inhibitor).